The task is: Predict the reaction yield, written as a fraction of the theoretical maximum amount of product (1.0 means a 100% yield; for example, 0.34 means a 34% yield).. This data is from Reaction yield outcomes from USPTO patents with 853,638 reactions. (1) The reactants are [N:1]1([CH2:7][C:8]2[NH:9][C:10]([C:24]3[CH:29]=[CH:28][N:27]=[CH:26][CH:25]=3)=[C:11]([C:13]3[CH:14]=[C:15]4[C:19](=[CH:20][CH:21]=3)[C:18](=[N:22][OH:23])[CH2:17][CH2:16]4)[N:12]=2)[CH2:6][CH2:5]C[CH2:3][CH2:2]1.C(OC([N:37]1CCNCC1)=O)(C)(C)C. No catalyst specified. The product is [N:1]1([CH2:7][C:8]2[NH:9][C:10]([C:24]3[CH:29]=[CH:28][N:27]=[CH:26][CH:25]=3)=[C:11]([C:13]3[CH:14]=[C:15]4[C:19](=[CH:20][CH:21]=3)[C:18](=[N:22][OH:23])[CH2:17][CH2:16]4)[N:12]=2)[CH2:2][CH2:3][NH:37][CH2:5][CH2:6]1. The yield is 0.740. (2) The reactants are [CH2:1]([N:8]1[CH:16]=[C:15]2[C:10]([CH:11]=[C:12]([C:17]3[CH:18]=[C:19]([C:27]4[CH:32]=[CH:31][C:30]([CH2:33]Br)=[CH:29][CH:28]=4)[N:20]4[C:25]=3[C:24]([NH2:26])=[N:23][CH:22]=[N:21]4)[CH:13]=[CH:14]2)=[N:9]1)[C:2]1[CH:7]=[CH:6][CH:5]=[CH:4][CH:3]=1.[F:35][C:36]1([F:41])[CH2:40][CH2:39][NH:38][CH2:37]1. No catalyst specified. The product is [CH2:1]([N:8]1[CH:16]=[C:15]2[C:10]([CH:11]=[C:12]([C:17]3[CH:18]=[C:19]([C:27]4[CH:32]=[CH:31][C:30]([CH2:33][N:38]5[CH2:39][CH2:40][C:36]([F:41])([F:35])[CH2:37]5)=[CH:29][CH:28]=4)[N:20]4[C:25]=3[C:24]([NH2:26])=[N:23][CH:22]=[N:21]4)[CH:13]=[CH:14]2)=[N:9]1)[C:2]1[CH:7]=[CH:6][CH:5]=[CH:4][CH:3]=1. The yield is 0.0240. (3) No catalyst specified. The product is [F:1][C:2]1[N:9]=[C:8]([N:12]2[CH2:16][CH2:15][CH2:14][CH2:13]2)[C:7]([F:11])=[CH:6][C:3]=1[C:4]#[N:5]. The yield is 0.570. The reactants are [F:1][C:2]1[N:9]=[C:8](F)[C:7]([F:11])=[CH:6][C:3]=1[C:4]#[N:5].[NH:12]1[CH2:16][CH2:15][CH2:14][CH2:13]1. (4) The reactants are [S:1]1[C:5]2[CH:6]=[CH:7][CH:8]=[CH:9][C:4]=2[N:3]=[C:2]1[O:10][CH2:11][C:12]([O:14]CC)=[O:13].[OH-].[Na+].Cl. The catalyst is CO. The product is [S:1]1[C:5]2[CH:6]=[CH:7][CH:8]=[CH:9][C:4]=2[N:3]=[C:2]1[O:10][CH2:11][C:12]([OH:14])=[O:13]. The yield is 0.860.